Dataset: Forward reaction prediction with 1.9M reactions from USPTO patents (1976-2016). Task: Predict the product of the given reaction. (1) Given the reactants [H-].[Na+].[CH3:3][O:4][C:5]([CH2:7]P(OC)(OC)=O)=[O:6].[Cl:14][C:15]1[CH:20]=[CH:19][C:18]([N:21]2[CH2:26][CH2:25][C:24](=O)[CH2:23][CH2:22]2)=[CH:17][C:16]=1[O:28][CH3:29], predict the reaction product. The product is: [Cl:14][C:15]1[CH:20]=[CH:19][C:18]([N:21]2[CH2:22][CH2:23][C:24](=[CH:7][C:5]([O:4][CH3:3])=[O:6])[CH2:25][CH2:26]2)=[CH:17][C:16]=1[O:28][CH3:29]. (2) Given the reactants [NH2:1][C:2]1[C:6]2[CH:7]=[N:8][C:9]([NH:11][C:12]([NH:14][C@@H:15]([C:17]3[CH:22]=[CH:21][CH:20]=[CH:19][CH:18]=3)[CH3:16])=[O:13])=[CH:10][C:5]=2[N:4](C(C2C=CC=CC=2)(C2C=CC=CC=2)C2C=CC=CC=2)[N:3]=1.C([SiH](CC)CC)C.FC(F)(F)C(O)=O, predict the reaction product. The product is: [NH2:1][C:2]1[C:6]2[CH:7]=[N:8][C:9]([NH:11][C:12]([NH:14][C@@H:15]([C:17]3[CH:22]=[CH:21][CH:20]=[CH:19][CH:18]=3)[CH3:16])=[O:13])=[CH:10][C:5]=2[NH:4][N:3]=1. (3) Given the reactants O[CH2:2][C:3]1[CH:12]=[CH:11][C:10]2[C:5](=[CH:6][C:7]3[CH2:32][C@:14]4([C:22]5[C:17](=[N:18][CH:19]=[CH:20][CH:21]=5)[N:16]([CH2:23][O:24][CH2:25][CH2:26][Si:27]([CH3:30])([CH3:29])[CH3:28])[C:15]4=[O:31])[CH2:13][C:8]=3[CH:9]=2)[N:4]=1.S(Cl)([Cl:35])=O, predict the reaction product. The product is: [Cl:35][CH2:2][C:3]1[CH:12]=[CH:11][C:10]2[C:5](=[CH:6][C:7]3[CH2:32][C@:14]4([C:22]5[C:17](=[N:18][CH:19]=[CH:20][CH:21]=5)[N:16]([CH2:23][O:24][CH2:25][CH2:26][Si:27]([CH3:30])([CH3:29])[CH3:28])[C:15]4=[O:31])[CH2:13][C:8]=3[CH:9]=2)[N:4]=1. (4) Given the reactants F[B-](F)(F)F.N1(OC(N(C)C)=[N+](C)C)C2C=CC=CC=2N=N1.[CH:23]12[CH:28]([NH:29][C:30](=[O:36])[O:31][C:32]([CH3:35])([CH3:34])[CH3:33])[CH:27]1[CH2:26][NH:25][CH2:24]2.CCN(C(C)C)C(C)C.[Br:46][CH2:47][C@H:48]([CH3:81])[CH2:49][O:50][C:51]1[CH:80]=[CH:79][C:54]([CH2:55][NH:56][C:57]2[N:62]=[C:61]([O:63][CH2:64][C:65]([F:68])([F:67])[F:66])[N:60]=[C:59]([NH:69][C:70]3[CH:78]=[CH:77][C:73]([C:74](O)=[O:75])=[CH:72][CH:71]=3)[N:58]=2)=[CH:53][CH:52]=1, predict the reaction product. The product is: [C:32]([O:31][C:30](=[O:36])[NH:29][CH:28]1[CH:23]2[CH:27]1[CH2:26][N:25]([C:74](=[O:75])[C:73]1[CH:77]=[CH:78][C:70]([NH:69][C:59]3[N:58]=[C:57]([NH:56][CH2:55][C:54]4[CH:53]=[CH:52][C:51]([O:50][CH2:49][C@@H:48]([CH3:81])[CH2:47][Br:46])=[CH:80][CH:79]=4)[N:62]=[C:61]([O:63][CH2:64][C:65]([F:68])([F:66])[F:67])[N:60]=3)=[CH:71][CH:72]=1)[CH2:24]2)([CH3:33])([CH3:35])[CH3:34].